Dataset: Catalyst prediction with 721,799 reactions and 888 catalyst types from USPTO. Task: Predict which catalyst facilitates the given reaction. (1) Reactant: [Br:1][C:2]1[N:3]=[CH:4][NH:5][CH:6]=1.[H-].[Na+].[CH3:9][Si:10]([CH2:13][CH2:14][O:15][CH2:16]Cl)([CH3:12])[CH3:11]. Product: [Br:1][C:2]1[N:3]=[CH:4][N:5]([CH2:16][O:15][CH2:14][CH2:13][Si:10]([CH3:12])([CH3:11])[CH3:9])[CH:6]=1. The catalyst class is: 1. (2) Reactant: [C:1]([N:5]1[C:10](=[O:11])[C:9]([CH2:12][O:13][Si](C(C)(C)C)(C)C)=[C:8]([S:21][CH2:22][C:23]2[CH:28]=[CH:27][C:26]([C:29]([CH3:32])([CH3:31])[CH3:30])=[CH:25][CH:24]=2)[CH:7]=[N:6]1)([CH3:4])([CH3:3])[CH3:2].[F-].C([N+](CCCC)(CCCC)CCCC)CCC.ClCCl. Product: [C:1]([N:5]1[C:10](=[O:11])[C:9]([CH2:12][OH:13])=[C:8]([S:21][CH2:22][C:23]2[CH:24]=[CH:25][C:26]([C:29]([CH3:32])([CH3:31])[CH3:30])=[CH:27][CH:28]=2)[CH:7]=[N:6]1)([CH3:4])([CH3:3])[CH3:2]. The catalyst class is: 6. (3) Reactant: [CH3:1][O:2][C:3](=[O:24])/[CH:4]=[CH:5]/[CH:6]=[CH:7]/[CH2:8][CH:9]([C:17]([O:19]C(C)(C)C)=[O:18])[C:10]([O:12]C(C)(C)C)=[O:11].C(O)(C(F)(F)F)=O. Product: [CH3:1][O:2][C:3](=[O:24])/[CH:4]=[CH:5]/[CH:6]=[CH:7]/[CH2:8][CH:9]([C:10]([OH:12])=[O:11])[C:17]([OH:19])=[O:18]. The catalyst class is: 2. (4) Reactant: Cl.C(O[C:5]([C:7]1[CH:8]=[C:9]2[C:13](=[CH:14][CH:15]=1)[NH:12][N:11]=[C:10]2[C:16]1[CH:25]=[CH:24][C:23]2[C:18](=[CH:19][C:20]([O:26][CH3:27])=[CH:21][CH:22]=2)[CH:17]=1)=[NH:6])C.[N:28]1([CH2:34][C:35]([NH:37][NH2:38])=O)[CH2:33][CH2:32][O:31][CH2:30][CH2:29]1.C(N(CC)CC)C. Product: [CH3:27][O:26][C:20]1[CH:19]=[C:18]2[C:23]([CH:24]=[CH:25][C:16]([C:10]3[C:9]4[C:13](=[CH:14][CH:15]=[C:7]([C:5]5[N:6]=[C:35]([CH2:34][N:28]6[CH2:33][CH2:32][O:31][CH2:30][CH2:29]6)[NH:37][N:38]=5)[CH:8]=4)[NH:12][N:11]=3)=[CH:17]2)=[CH:22][CH:21]=1. The catalyst class is: 8. (5) Reactant: [Si:1]([C:8]1[S:9][C:10]([C:13]2([OH:19])[CH2:18][CH2:17][NH:16][CH2:15][CH2:14]2)=[CH:11][N:12]=1)([C:4]([CH3:7])([CH3:6])[CH3:5])([CH3:3])[CH3:2].O=[C:21]1[CH2:24][CH:23]([NH:25][C:26](=[O:32])[O:27][C:28]([CH3:31])([CH3:30])[CH3:29])[CH2:22]1.[BH-](OC(C)=O)(OC(C)=O)OC(C)=O.[Na+]. Product: [Si:1]([C:8]1[S:9][C:10]([C:13]2([OH:19])[CH2:18][CH2:17][N:16]([CH:21]3[CH2:24][CH:23]([NH:25][C:26](=[O:32])[O:27][C:28]([CH3:30])([CH3:29])[CH3:31])[CH2:22]3)[CH2:15][CH2:14]2)=[CH:11][N:12]=1)([C:4]([CH3:7])([CH3:5])[CH3:6])([CH3:2])[CH3:3]. The catalyst class is: 4. (6) Reactant: C([O:3][C:4](=[O:27])[CH2:5][O:6][C:7]1[CH:12]=[CH:11][C:10]([NH:13][C:14]([C:16]2[C:24]3[C:23](=[O:25])[CH2:22][CH2:21][CH2:20][C:19]=3[NH:18][CH:17]=2)=[O:15])=[CH:9][C:8]=1[F:26])C.[OH-].[Na+]. Product: [F:26][C:8]1[CH:9]=[C:10]([NH:13][C:14]([C:16]2[C:24]3[C:23](=[O:25])[CH2:22][CH2:21][CH2:20][C:19]=3[NH:18][CH:17]=2)=[O:15])[CH:11]=[CH:12][C:7]=1[O:6][CH2:5][C:4]([OH:27])=[O:3]. The catalyst class is: 14. (7) Reactant: [CH3:1][O:2][C:3]1[CH:22]=[C:21]([O:23][CH3:24])[CH:20]=[C:19]([O:25][CH3:26])[C:4]=1[CH2:5][N:6]1[C:12](=[O:13])[C:11]2[CH:14]=[CH:15][CH:16]=[CH:17][C:10]=2[NH:9][C:8](=[O:18])[CH2:7]1.C(=O)([O-])[O-].[Cs+].[Cs+].[F:33][C:34]([F:38])([F:37])[CH2:35]I. Product: [F:33][C:34]([F:38])([F:37])[CH2:35][N:9]1[C:10]2[CH:17]=[CH:16][CH:15]=[CH:14][C:11]=2[C:12](=[O:13])[N:6]([CH2:5][C:4]2[C:19]([O:25][CH3:26])=[CH:20][C:21]([O:23][CH3:24])=[CH:22][C:3]=2[O:2][CH3:1])[CH2:7][C:8]1=[O:18]. The catalyst class is: 248.